This data is from Catalyst prediction with 721,799 reactions and 888 catalyst types from USPTO. The task is: Predict which catalyst facilitates the given reaction. (1) Reactant: [CH3:1][C:2]([CH3:32])([S@:4]([NH:6][C@@:7]([C:20]1[CH:25]=[CH:24][C:23]([O:26][C:27]([F:30])([F:29])[F:28])=[C:22]([F:31])[CH:21]=1)([C:13]1[C:18]([F:19])=[CH:17][CH:16]=[CH:15][N:14]=1)[CH2:8][C:9](OC)=[O:10])=[O:5])[CH3:3].[Li+].[BH4-]. Product: [F:31][C:22]1[CH:21]=[C:20]([C@:7]([NH:6][S@@:4]([C:2]([CH3:32])([CH3:3])[CH3:1])=[O:5])([C:13]2[C:18]([F:19])=[CH:17][CH:16]=[CH:15][N:14]=2)[CH2:8][CH2:9][OH:10])[CH:25]=[CH:24][C:23]=1[O:26][C:27]([F:29])([F:28])[F:30]. The catalyst class is: 1. (2) Reactant: [F:1][C:2]([F:11])([F:10])[C:3]1[C:4]([OH:9])=[N:5][CH:6]=[CH:7][CH:8]=1.[N+:12]([O-])([OH:14])=[O:13]. Product: [N+:12]([C:7]1[CH:8]=[C:3]([C:2]([F:1])([F:10])[F:11])[C:4]([OH:9])=[N:5][CH:6]=1)([O-:14])=[O:13]. The catalyst class is: 65.